This data is from Catalyst prediction with 721,799 reactions and 888 catalyst types from USPTO. The task is: Predict which catalyst facilitates the given reaction. (1) Reactant: [H-].[Na+].[P:3]([O-:14])([O:9][C:10]([CH3:13])([CH3:12])[CH3:11])[O:4][C:5]([CH3:8])([CH3:7])[CH3:6].[N:15]1[CH:20]=[CH:19][C:18]([CH:21]=[O:22])=[CH:17][CH:16]=1. Product: [C:5]([O:4][P:3]([CH:21]([OH:22])[C:18]1[CH:19]=[CH:20][N:15]=[CH:16][CH:17]=1)(=[O:14])[O:9][C:10]([CH3:13])([CH3:12])[CH3:11])([CH3:7])([CH3:8])[CH3:6]. The catalyst class is: 1. (2) Reactant: O.[OH-].[Li+].[CH3:4][C:5]([CH3:36])([CH3:35])[CH2:6][NH:7][C:8]([C:10]1[CH:11]=[C:12]([C:31]([O:33]C)=[O:32])[C:13]([C:16]2[C:21]([CH3:22])=[C:20]([F:23])[CH:19]=[C:18]([C:24]([O:26][C:27]([CH3:30])([CH3:29])[CH3:28])=[O:25])[CH:17]=2)=[CH:14][CH:15]=1)=[O:9].O. Product: [CH3:30][C:27]([O:26][C:24]([C:18]1[CH:19]=[C:20]([F:23])[C:21]([CH3:22])=[C:16]([C:13]2[C:12]([C:31]([OH:33])=[O:32])=[CH:11][C:10]([C:8]([NH:7][CH2:6][C:5]([CH3:4])([CH3:35])[CH3:36])=[O:9])=[CH:15][CH:14]=2)[CH:17]=1)=[O:25])([CH3:28])[CH3:29]. The catalyst class is: 7. (3) Reactant: [Cl:1][C:2]1[CH:7]=[CH:6][C:5]([N:8]=[C:9]=[O:10])=[CH:4][CH:3]=1.[C:11]1([C:17]2[N:21]([C:22]3[CH:27]=[CH:26][C:25]([S:28]([NH2:31])(=[O:30])=[O:29])=[CH:24][CH:23]=3)[N:20]=[C:19](NC(NC3C=CC=C(C(F)(F)F)C=3)=O)[CH:18]=2)[CH:16]=[CH:15][CH:14]=[CH:13][CH:12]=1. Product: [Cl:1][C:2]1[CH:7]=[CH:6][C:5]([NH:8][C:9](=[O:10])[NH:8][CH2:5][CH2:4][CH2:3][C:19]2[CH:18]=[C:17]([C:11]3[CH:16]=[CH:15][CH:14]=[CH:13][CH:12]=3)[N:21]([C:22]3[CH:23]=[CH:24][C:25]([S:28]([NH2:31])(=[O:30])=[O:29])=[CH:26][CH:27]=3)[N:20]=2)=[CH:4][CH:3]=1. The catalyst class is: 5. (4) Reactant: [CH3:1][N:2]1[C:10]2[N:9]=[C:8]([Br:11])[N:7]([CH2:12][C:13]#[C:14][CH3:15])[C:6]=2[C:5](=[O:16])[NH:4][C:3]1=[O:17].Cl[CH2:19][C:20]1[N:29]=[C:28]([CH3:30])[C:27]2[C:22](=[CH:23][CH:24]=[CH:25][CH:26]=2)[N:21]=1.C(=O)([O-])[O-].[K+].[K+].O. Product: [CH3:30][C:28]1[C:27]2[C:22](=[CH:23][CH:24]=[CH:25][CH:26]=2)[N:21]=[C:20]([CH2:19][N:4]2[C:5](=[O:16])[C:6]3[N:7]([CH2:12][C:13]#[C:14][CH3:15])[C:8]([Br:11])=[N:9][C:10]=3[N:2]([CH3:1])[C:3]2=[O:17])[N:29]=1. The catalyst class is: 60.